This data is from Catalyst prediction with 721,799 reactions and 888 catalyst types from USPTO. The task is: Predict which catalyst facilitates the given reaction. (1) Reactant: CS(O[CH2:6][CH2:7][CH2:8][N:9]1[CH2:13][CH2:12][N:11]([CH2:14][CH2:15][CH2:16][N:17]2[CH2:21][CH2:20][CH2:19][CH:18]2[CH3:22])[C:10]1=[C:23]([C:26]#[N:27])[C:24]#[N:25])(=O)=O.[S:28]1[CH2:32][CH2:31][NH:30][CH2:29]1.C(=O)([O-])[O-].[K+].[K+].CN(C=O)C. Product: [CH3:22][CH:18]1[CH2:19][CH2:20][CH2:21][N:17]1[CH2:16][CH2:15][CH2:14][N:11]1[CH2:12][CH2:13][N:9]([CH2:8][CH2:7][CH2:6][N:30]2[CH2:31][CH2:32][S:28][CH2:29]2)[C:10]1=[C:23]([C:24]#[N:25])[C:26]#[N:27]. The catalyst class is: 38. (2) Reactant: [CH:1]1[C:10]2[C:5](=[CH:6][CH:7]=[CH:8][CH:9]=2)[CH:4]=[CH:3][C:2]=1[CH:11]([O:13][CH2:14][C:15]1[O:19][N:18]=[C:17]([C:20]([O:22]CC)=[O:21])[CH:16]=1)[CH3:12].C(O)C.[OH-].[K+]. Product: [CH:1]1[C:10]2[C:5](=[CH:6][CH:7]=[CH:8][CH:9]=2)[CH:4]=[CH:3][C:2]=1[CH:11]([O:13][CH2:14][C:15]1[O:19][N:18]=[C:17]([C:20]([OH:22])=[O:21])[CH:16]=1)[CH3:12]. The catalyst class is: 6. (3) Reactant: [CH2:1]([NH2:8])[C:2]1[CH:7]=[CH:6][CH:5]=[CH:4][CH:3]=1.[O:9]1[C:13]([C:14]2[CH:19]=[CH:18][C:17]([NH:20][C:21]3[N:22]=[C:23](OS(C(F)(F)F)(=O)=O)[C:24]4[CH2:30][N:29]([C:31]([O:33][C:34]([CH3:37])([CH3:36])[CH3:35])=[O:32])[CH2:28][CH2:27][C:25]=4[N:26]=3)=[CH:16][CH:15]=2)=[CH:12][N:11]=[CH:10]1. Product: [CH2:1]([NH:8][C:23]1[C:24]2[CH2:30][N:29]([C:31]([O:33][C:34]([CH3:37])([CH3:36])[CH3:35])=[O:32])[CH2:28][CH2:27][C:25]=2[N:26]=[C:21]([NH:20][C:17]2[CH:16]=[CH:15][C:14]([C:13]3[O:9][CH:10]=[N:11][CH:12]=3)=[CH:19][CH:18]=2)[N:22]=1)[C:2]1[CH:7]=[CH:6][CH:5]=[CH:4][CH:3]=1. The catalyst class is: 12. (4) Reactant: [N:1]1[CH:6]=[CH:5][C:4]([CH:7]=O)=[CH:3][CH:2]=1.[C:9]([O:13][C:14](=[O:24])[NH:15][CH2:16][C:17]1[CH:22]=[CH:21][C:20]([NH2:23])=[CH:19][CH:18]=1)([CH3:12])([CH3:11])[CH3:10]. Product: [C:9]([O:13][C:14](=[O:24])[NH:15][CH2:16][C:17]1[CH:18]=[CH:19][C:20]([NH:23][CH2:7][C:4]2[CH:3]=[CH:2][N:1]=[CH:6][CH:5]=2)=[CH:21][CH:22]=1)([CH3:12])([CH3:10])[CH3:11]. The catalyst class is: 2. (5) Reactant: C(=O)([O-])[O-].[Cs+].[Cs+].[CH3:7][O:8][C:9](=[O:21])[C:10]1[C:15]([F:16])=[C:14]([F:17])[C:13](Br)=[C:12]([F:19])[C:11]=1[F:20].B(O)(O)[C:23]1[CH:28]=[CH:27][C:26]([CH:29]=[O:30])=[CH:25][CH:24]=1. The catalyst class is: 235. Product: [CH3:7][O:8][C:9]([C:10]1[C:15]([F:16])=[C:14]([F:17])[C:13]([C:23]2[CH:28]=[CH:27][C:26]([CH:29]=[O:30])=[CH:25][CH:24]=2)=[C:12]([F:19])[C:11]=1[F:20])=[O:21]. (6) Reactant: [CH2:1]([N:8]1[CH:12]=[C:11]([C:13]2[NH:21][C:20]3[C:19](=[O:22])[N:18]([CH2:23][CH2:24][CH3:25])[C:17](Cl)=[N:16][C:15]=3[N:14]=2)[CH:10]=[N:9]1)[C:2]1[CH:7]=[CH:6][CH:5]=[CH:4][CH:3]=1.[NH:27]1[CH2:31][CH2:30][CH2:29][CH2:28]1.C(N(C(C)C)CC)(C)C.CN1CCCC1=O. Product: [CH2:1]([N:8]1[CH:12]=[C:11]([C:13]2[NH:21][C:20]3[C:19](=[O:22])[N:18]([CH2:23][CH2:24][CH3:25])[C:17]([N:27]4[CH2:31][CH2:30][CH2:29][CH2:28]4)=[N:16][C:15]=3[N:14]=2)[CH:10]=[N:9]1)[C:2]1[CH:7]=[CH:6][CH:5]=[CH:4][CH:3]=1. The catalyst class is: 6. (7) The catalyst class is: 45. Product: [NH2:1][C:2]1[N:3]([CH3:42])[C:4](=[O:41])[C:5]([C:29]2[CH:30]=[C:31]([NH:35][C:36](=[O:40])[CH2:37][O:38][CH3:39])[CH:32]=[CH:33][CH:34]=2)([CH:7]2[CH2:8][CH2:9][N:10]([C:13](=[O:28])[C:14]3[CH:19]=[CH:18][C:17]([OH:45])=[CH:16][CH:15]=3)[CH2:11][CH2:12]2)[N:6]=1. Reactant: [NH2:1][C:2]1[N:3]([CH3:42])[C:4](=[O:41])[C:5]([C:29]2[CH:30]=[C:31]([NH:35][C:36](=[O:40])[CH2:37][O:38][CH3:39])[CH:32]=[CH:33][CH:34]=2)([CH:7]2[CH2:12][CH2:11][N:10]([C:13](=[O:28])[C:14]3[CH:19]=[CH:18][CH:17]=[CH:16][C:15]=3OCC3C=CC=CC=3)[CH2:9][CH2:8]2)[N:6]=1.C([OH:45])C. (8) Reactant: Cl.Cl.[NH2:3][CH2:4][CH2:5][N:6]1[C:14]2[C:13]([NH:15][C:16]3[CH:17]=[C:18]4[C:22](=[CH:23][CH:24]=3)[N:21]([CH2:25][C:26]3[CH:31]=[CH:30][CH:29]=[C:28]([O:32][C:33]([F:36])([F:35])[F:34])[CH:27]=3)[CH:20]=[CH:19]4)=[N:12][CH:11]=[N:10][C:9]=2[CH:8]=[CH:7]1.[OH:37][C:38]([CH3:44])([CH3:43])[CH2:39][C:40](O)=[O:41].ON1C2C=CC=CC=2N=N1.Cl.C(N=C=NCCCN(C)C)C. Product: [OH:37][C:38]([CH3:44])([CH3:43])[CH2:39][C:40]([NH:3][CH2:4][CH2:5][N:6]1[C:14]2[C:13]([NH:15][C:16]3[CH:17]=[C:18]4[C:22](=[CH:23][CH:24]=3)[N:21]([CH2:25][C:26]3[CH:31]=[CH:30][CH:29]=[C:28]([O:32][C:33]([F:35])([F:34])[F:36])[CH:27]=3)[CH:20]=[CH:19]4)=[N:12][CH:11]=[N:10][C:9]=2[CH:8]=[CH:7]1)=[O:41]. The catalyst class is: 289. (9) Reactant: [H-].[Al+3].[Li+].[H-].[H-].[H-].[C:7]([C:10]1[CH:11]=[C:12]([C:32]2[C:33]([CH3:38])=[N:34][O:35][C:36]=2[CH3:37])[CH:13]=[C:14]2[C:22]=1[N:21]([CH2:23][CH:24]1[CH2:26][CH2:25]1)[C:20]1[CH:19]=[C:18]([C:27](OCC)=[O:28])[CH:17]=[CH:16][C:15]2=1)(=[O:9])[NH2:8]. Product: [CH:24]1([CH2:23][N:21]2[C:22]3[C:10]([C:7]([NH2:8])=[O:9])=[CH:11][C:12]([C:32]4[C:33]([CH3:38])=[N:34][O:35][C:36]=4[CH3:37])=[CH:13][C:14]=3[C:15]3[C:20]2=[CH:19][C:18]([CH2:27][OH:28])=[CH:17][CH:16]=3)[CH2:26][CH2:25]1. The catalyst class is: 1. (10) Reactant: [F:1][C:2]1[CH:3]=[C:4]([C:8](=O)[C:9]([C:11]2[CH:16]=[CH:15][N:14]=[CH:13][CH:12]=2)=O)[CH:5]=[CH:6][CH:7]=1.[S:18]1[N:22]=[C:21]([NH2:23])[C:20]([NH2:24])=[N:19]1. Product: [F:1][C:2]1[CH:3]=[C:4]([C:8]2[C:9]([C:11]3[CH:16]=[CH:15][N:14]=[CH:13][CH:12]=3)=[N:24][C:20]3=[N:19][S:18][N:22]=[C:21]3[N:23]=2)[CH:5]=[CH:6][CH:7]=1. The catalyst class is: 52.